From a dataset of Forward reaction prediction with 1.9M reactions from USPTO patents (1976-2016). Predict the product of the given reaction. Given the reactants CC1(C)[N:6](C(OC(C)(C)C)=O)[C@@:5]([CH3:45])([C:14]2[S:15][C:16]([C:19]3[CH:24]=[CH:23][C:22]([O:25][CH2:26][CH2:27][CH2:28][CH2:29][CH2:30][C:31]4[CH:36]=[CH:35][C:34]([C:37]([F:40])([F:39])[F:38])=[CH:33][CH:32]=4)=[C:21]([C:41]([F:44])([F:43])[F:42])[CH:20]=3)=[CH:17][N:18]=2)[CH2:4][O:3]1, predict the reaction product. The product is: [NH2:6][C@@:5]([C:14]1[S:15][C:16]([C:19]2[CH:24]=[CH:23][C:22]([O:25][CH2:26][CH2:27][CH2:28][CH2:29][CH2:30][C:31]3[CH:32]=[CH:33][C:34]([C:37]([F:38])([F:39])[F:40])=[CH:35][CH:36]=3)=[C:21]([C:41]([F:44])([F:43])[F:42])[CH:20]=2)=[CH:17][N:18]=1)([CH3:45])[CH2:4][OH:3].